This data is from Reaction yield outcomes from USPTO patents with 853,638 reactions. The task is: Predict the reaction yield, written as a fraction of the theoretical maximum amount of product (1.0 means a 100% yield; for example, 0.34 means a 34% yield). (1) The catalyst is C(Cl)Cl. The yield is 0.990. The product is [F:1][C:2]([F:7])([F:6])[C:3]([OH:5])=[O:4].[C:8]1([N:14]2[C:18]3=[N:19][CH:20]=[N:21][C:22]([NH:23][N:24]=[CH:25][C:26]4[CH:27]=[CH:28][C:29]([NH2:32])=[N:30][CH:31]=4)=[C:17]3[CH:16]=[N:15]2)[CH:9]=[CH:10][CH:11]=[CH:12][CH:13]=1. The reactants are [F:1][C:2]([F:7])([F:6])[C:3]([OH:5])=[O:4].[C:8]1([N:14]2[C:18]3=[N:19][CH:20]=[N:21][C:22]([NH:23]/[N:24]=[CH:25]/[C:26]4[CH:27]=[CH:28][C:29]([NH:32]C(=O)OC(C)(C)C)=[N:30][CH:31]=4)=[C:17]3[CH:16]=[N:15]2)[CH:13]=[CH:12][CH:11]=[CH:10][CH:9]=1. (2) The reactants are [CH2:1]([O:3][C:4](=[O:12])[C:5]1[CH:10]=[CH:9][C:8]([NH2:11])=[CH:7][CH:6]=1)[CH3:2].[F:13][C:14]([F:24])([F:23])[C:15]1[CH:16]=[C:17]([CH:20]=[CH:21][CH:22]=1)[CH:18]=O.O.[O-]S(C(F)(F)F)(=O)=O.[Yb+3].[O-]S(C(F)(F)F)(=O)=O.[O-]S(C(F)(F)F)(=O)=O.[CH2:51]=[C:52]([CH3:54])[CH3:53]. The catalyst is C(#N)C. The product is [CH2:1]([O:3][C:4]([C:5]1[CH:10]=[C:9]2[C:8](=[CH:7][CH:6]=1)[NH:11][CH:18]([C:17]1[CH:20]=[CH:21][CH:22]=[C:15]([C:14]([F:24])([F:23])[F:13])[CH:16]=1)[CH2:51][C:52]2([CH3:54])[CH3:53])=[O:12])[CH3:2]. The yield is 0.400. (3) The catalyst is CN(C)C=O. The yield is 0.370. The reactants are [CH3:1][S:2]([NH:5][C:6]1[CH:21]=[CH:20][C:9]2[NH:10][C:11]([CH2:16][C:17](O)=[O:18])=[N:12][S:13](=[O:15])(=[O:14])[C:8]=2[CH:7]=1)(=[O:4])=[O:3].Cl.CN(C)CCCN=C=NCC.CN1CCOCC1.C(O[C:44]([C@H:46]1[C@@H:51]([NH:52][CH2:53][C:54]2[CH:59]=[CH:58][CH:57]=[CH:56][CH:55]=2)[C@H:50]2[CH2:60][C@@H:47]1[CH2:48][CH2:49]2)=[O:45])C.[O-]CC.[Na+].C(O)C. The product is [CH2:53]([N:52]1[C:17](=[O:18])[C:16]([C:11]2[NH:10][C:9]3[CH:20]=[CH:21][C:6]([NH:5][S:2]([CH3:1])(=[O:4])=[O:3])=[CH:7][C:8]=3[S:13](=[O:15])(=[O:14])[N:12]=2)=[C:44]([OH:45])[C@H:46]2[C@@H:51]1[C@H:50]1[CH2:60][C@@H:47]2[CH2:48][CH2:49]1)[C:54]1[CH:55]=[CH:56][CH:57]=[CH:58][CH:59]=1. (4) The reactants are [NH2:1][CH2:2][CH2:3][C@H:4]1[CH2:6][C@@H:5]1[CH:7]1[CH2:12][CH2:11][N:10]([C:13]([O:15][C:16]([CH3:19])([CH3:18])[CH3:17])=[O:14])[CH2:9][CH2:8]1.Cl[C:21]1[N:26]=[CH:25][C:24]([N+:27]([O-:29])=[O:28])=[CH:23][N:22]=1.C(=O)([O-])[O-].[K+].[K+]. The catalyst is CN(C=O)C. The product is [N+:27]([C:24]1[CH:23]=[N:22][C:21]([NH:1][CH2:2][CH2:3][C@H:4]2[CH2:6][C@@H:5]2[CH:7]2[CH2:12][CH2:11][N:10]([C:13]([O:15][C:16]([CH3:19])([CH3:18])[CH3:17])=[O:14])[CH2:9][CH2:8]2)=[N:26][CH:25]=1)([O-:29])=[O:28]. The yield is 0.850. (5) The reactants are [OH:1][CH2:2][C:3]1[O:7][N:6]=[C:5]([C:8]2[CH:13]=[CH:12][CH:11]=[CH:10][N:9]=2)[C:4]=1[CH2:14][O:15][C:16]1[CH:24]=[CH:23][C:19]([C:20]([OH:22])=O)=[CH:18][N:17]=1.[NH2:25][N:26]1[CH2:31][CH2:30][O:29][CH2:28][CH2:27]1.F[B-](F)(F)F.C[N+](C)=C(N(C)C)ON1C2C=CC=CC=2N=N1.C(N(CC)C(C)C)(C)C. The catalyst is CN(C=O)C. The product is [OH:1][CH2:2][C:3]1[O:7][N:6]=[C:5]([C:8]2[CH:13]=[CH:12][CH:11]=[CH:10][N:9]=2)[C:4]=1[CH2:14][O:15][C:16]1[CH:24]=[CH:23][C:19]([C:20]([NH:25][N:26]2[CH2:31][CH2:30][O:29][CH2:28][CH2:27]2)=[O:22])=[CH:18][N:17]=1. The yield is 0.470. (6) The reactants are [Cl:1][C:2]1[CH:7]=[CH:6][CH:5]=[C:4]([Cl:8])[C:3]=1[N:9]1[C:13]([CH2:14]O)=[C:12]([CH:16]([CH3:18])[CH3:17])[N:11]=[N:10]1.C(Br)(Br)(Br)[Br:20].C1(P(C2C=CC=CC=2)C2C=CC=CC=2)C=CC=CC=1. The catalyst is C(Cl)Cl. The product is [Br:20][CH2:14][C:13]1[N:9]([C:3]2[C:2]([Cl:1])=[CH:7][CH:6]=[CH:5][C:4]=2[Cl:8])[N:10]=[N:11][C:12]=1[CH:16]([CH3:18])[CH3:17]. The yield is 0.820. (7) The reactants are F.F.F.C(N(CC)CC)C.[Si]([O:28][CH2:29][C@H:30]1[O:34][C@@H:33]([N:35]2[CH:42]=[C:41]([CH3:43])[C:39](=[O:40])[NH:38][C:36]2=[O:37])[C@H:32]([O:44][CH2:45][CH2:46][O:47][N:48]([CH3:50])[CH3:49])[C@@H:31]1[OH:51])(C(C)(C)C)(C1C=CC=CC=1)C1C=CC=CC=1.CO. The catalyst is C1COCC1.C(Cl)Cl. The product is [CH3:49][N:48]([CH3:50])[O:47][CH2:46][CH2:45][O:44][C@@H:32]1[C@H:31]([OH:51])[C@@H:30]([CH2:29][OH:28])[O:34][C@H:33]1[N:35]1[CH:42]=[C:41]([CH3:43])[C:39](=[O:40])[NH:38][C:36]1=[O:37]. The yield is 0.925. (8) The reactants are [CH2:1]([O:3][C:4](=[O:18])[CH2:5][CH2:6][CH2:7][CH2:8][CH2:9][CH2:10][CH2:11][CH2:12][CH2:13][CH2:14][C:15](O)=[O:16])[CH3:2].[Cl-].O=S(Cl)Cl.Cl.[NH2:25][OH:26]. The catalyst is C(Cl)(Cl)Cl.ClCCl.N1C=CC=CC=1.C(OCC)(=O)C. The product is [OH:26][NH:25][C:15](=[O:16])[CH2:14][CH2:13][CH2:12][CH2:11][CH2:10][CH2:9][CH2:8][CH2:7][CH2:6][CH2:5][C:4]([O:3][CH2:1][CH3:2])=[O:18]. The yield is 0.820. (9) The reactants are [CH2:1]([O:3][C:4](=[O:36])[C:5]([C:20](=[O:35])[C:21]1[CH:26]=[C:25]([F:27])[C:24]([F:28])=[C:23]([O:29][C:30]([F:33])([F:32])[F:31])[C:22]=1F)=[CH:6][NH:7][C:8]1[CH:13]=[CH:12][C:11]([CH2:14][N:15]2[CH2:19][CH2:18][CH2:17][CH2:16]2)=[CH:10][CH:9]=1)[CH3:2].C([O-])([O-])=O.[K+].[K+].C1OCCOCCOCCOCCOCCOC1. The catalyst is C1COCC1. The product is [F:27][C:25]1[CH:26]=[C:21]2[C:22](=[C:23]([O:29][C:30]([F:32])([F:33])[F:31])[C:24]=1[F:28])[N:7]([C:8]1[CH:9]=[CH:10][C:11]([CH2:14][N:15]3[CH2:16][CH2:17][CH2:18][CH2:19]3)=[CH:12][CH:13]=1)[CH:6]=[C:5]([C:4]([O:3][CH2:1][CH3:2])=[O:36])[C:20]2=[O:35]. The yield is 0.320. (10) The reactants are Cl[CH2:2][C:3]([C:6]1[CH:11]=[CH:10][C:9]([N+:12]([O-:14])=[O:13])=[CH:8][CH:7]=1)([CH3:5])[CH3:4].C[Si]([C:19]#[N:20])(C)C.[F-].C([N+](CCCC)(CCCC)CCCC)CCC. The catalyst is C(#N)C. The product is [CH3:4][C:3]([C:6]1[CH:11]=[CH:10][C:9]([N+:12]([O-:14])=[O:13])=[CH:8][CH:7]=1)([CH3:5])[CH2:2][C:19]#[N:20]. The yield is 0.120.